This data is from Reaction yield outcomes from USPTO patents with 853,638 reactions. The task is: Predict the reaction yield, written as a fraction of the theoretical maximum amount of product (1.0 means a 100% yield; for example, 0.34 means a 34% yield). (1) The reactants are C([N:8]([CH2:14][C:15]1[C:19]2[N:20]=[CH:21][NH:22][C:23](=[O:24])[C:18]=2[NH:17][CH:16]=1)[CH2:9][CH2:10][CH2:11][CH2:12][OH:13])C1C=CC=CC=1. The catalyst is C(O)(C)C.[Pd]. The product is [OH:13][CH2:12][CH2:11][CH2:10][CH2:9][NH:8][CH2:14][C:15]1[C:19]2[N:20]=[CH:21][NH:22][C:23](=[O:24])[C:18]=2[NH:17][CH:16]=1. The yield is 0.800. (2) The reactants are [O:1]([C:3]1[CH:4]=[C:5]([C:9]2[N:18]=[C:17]([C:19](O)=[O:20])[C:16]3[C:11](=[CH:12][CH:13]=[CH:14][CH:15]=3)[N:10]=2)[CH:6]=[CH:7][CH:8]=1)[CH3:2].Cl.[OH:23][C:24]1[C:33]([N:34]([CH3:36])[CH3:35])=[CH:32][CH:31]=[C:30]2[C:25]=1[CH2:26][CH2:27][NH:28][CH2:29]2. No catalyst specified. The product is [O:1]([C:3]1[CH:4]=[C:5]([C:9]2[N:18]=[C:17]([C:19]([N:28]3[CH2:27][CH2:26][C:25]4[C:30](=[CH:31][CH:32]=[C:33]([N:34]([CH3:36])[CH3:35])[C:24]=4[OH:23])[CH2:29]3)=[O:20])[C:16]3[C:11](=[CH:12][CH:13]=[CH:14][CH:15]=3)[N:10]=2)[CH:6]=[CH:7][CH:8]=1)[CH3:2]. The yield is 0.100. (3) The reactants are [CH3:1][O:2][C:3]([C:5]1[S:6][CH:7]=[CH:8][C:9]=1[NH2:10])=[O:4].[CH2:11]1[O:21][C:14]2([CH2:19][CH2:18][C:17](=O)[CH2:16][CH2:15]2)[O:13][CH2:12]1.C([Sn](Cl)(Cl)CCCC)CCC.C1([SiH3])C=CC=CC=1. The catalyst is C1COCC1. The product is [CH3:1][O:2][C:3]([C:5]1[S:6][CH:7]=[CH:8][C:9]=1[NH:10][CH:17]1[CH2:18][CH2:19][C:14]2([O:21][CH2:11][CH2:12][O:13]2)[CH2:15][CH2:16]1)=[O:4]. The yield is 0.470.